This data is from Full USPTO retrosynthesis dataset with 1.9M reactions from patents (1976-2016). The task is: Predict the reactants needed to synthesize the given product. Given the product [NH2:24][C@H:21]([CH2:22][CH3:23])[C:19]([NH:18][C:15]1[CH:14]=[N:13][C:12]([O:11][C:6]2[CH:7]=[CH:8][C:9]([CH3:10])=[C:4]([O:3][CH2:1][CH3:2])[CH:5]=2)=[N:17][CH:16]=1)=[O:20], predict the reactants needed to synthesize it. The reactants are: [CH2:1]([O:3][C:4]1[CH:5]=[C:6]([O:11][C:12]2[N:17]=[CH:16][C:15]([NH:18][C:19]([C@H:21]([NH:24]C(=O)OC(C)(C)C)[CH2:22][CH3:23])=[O:20])=[CH:14][N:13]=2)[CH:7]=[CH:8][C:9]=1[CH3:10])[CH3:2].C(O)(C(F)(F)F)=O.